This data is from Full USPTO retrosynthesis dataset with 1.9M reactions from patents (1976-2016). The task is: Predict the reactants needed to synthesize the given product. Given the product [CH3:26][O:27][C:28]1[CH:33]=[CH:32][C:31]([CH:34]2[CH2:38][CH2:37][N:36]([C:39]3[CH:44]=[CH:43][CH:42]=[C:41]([O:45][CH3:46])[CH:40]=3)[CH2:35]2)=[C:30]([NH2:47])[CH:29]=1, predict the reactants needed to synthesize it. The reactants are: COC1C=CC(C2CCNC2)=C([N+]([O-])=O)C=1.BrC1C=C(OC)C=CC=1.[CH3:26][O:27][C:28]1[CH:33]=[CH:32][C:31]([CH:34]2[CH2:38][CH2:37][N:36]([C:39]3[CH:44]=[CH:43][CH:42]=[C:41]([O:45][CH3:46])[CH:40]=3)[CH2:35]2)=[C:30]([N+:47]([O-])=O)[CH:29]=1.